Predict which catalyst facilitates the given reaction. From a dataset of Catalyst prediction with 721,799 reactions and 888 catalyst types from USPTO. (1) Reactant: COC1C=CC(C(OC[C@H]2O[C@@H](N3C4C(C(C(C5C=CC=CC=5)(C5C=CC=CC=5)C5C=CC(OC)=CC=5)(N=CN=4)N)=NC3)[C@H](O)[C@@H]2O)(C2C=CC=CC=2)C2C=CC=CC=2)=CC=1.O=P12OP3(OP(OP(O3)(O1)=O)(=O)O2)=O.[H-].[Na+].[C:78]([O:84][CH2:85]Cl)(=[O:83])[C:79]([CH3:82])([CH3:81])[CH3:80].[Na+].[I-].[CH3:89][O:90][C:91]1[CH:155]=[CH:154][C:94]([C:95]([O:108][CH2:109][C@H:110]2[O:114][C@@H:113]([N:115]3[C:145]4[N:144]=[CH:143][N:142]=[C:119]([NH:120][C:121]([C:136]5[CH:141]=[CH:140][CH:139]=[CH:138][CH:137]=5)([C:130]5[CH:135]=[CH:134][CH:133]=[CH:132][CH:131]=5)[C:122]5[CH:127]=[CH:126][C:125]([O:128][CH3:129])=[CH:124][CH:123]=5)[C:118]=4[N:117]=[CH:116]3)[C@H:112]([OH:146])[C@@H:111]2[O:147]C(=O)C(C)(C)C)([C:102]2[CH:107]=[CH:106][CH:105]=[CH:104][CH:103]=2)[C:96]2[CH:101]=[CH:100][CH:99]=[CH:98][CH:97]=2)=[CH:93][CH:92]=1. Product: [CH3:89][O:90][C:91]1[CH:155]=[CH:154][C:94]([C:95]([O:108][CH2:109][C@H:110]2[O:114][C@@H:113]([N:115]3[C:145]4[N:144]=[CH:143][N:142]=[C:119]([NH:120][C:121]([C:136]5[CH:137]=[CH:138][CH:139]=[CH:140][CH:141]=5)([C:130]5[CH:135]=[CH:134][CH:133]=[CH:132][CH:131]=5)[C:122]5[CH:127]=[CH:126][C:125]([O:128][CH3:129])=[CH:124][CH:123]=5)[C:118]=4[N:117]=[CH:116]3)[C@H:112]([OH:146])[C@@H:111]2[O:147][CH2:85][O:84][C:78](=[O:83])[C:79]([CH3:82])([CH3:81])[CH3:80])([C:102]2[CH:103]=[CH:104][CH:105]=[CH:106][CH:107]=2)[C:96]2[CH:101]=[CH:100][CH:99]=[CH:98][CH:97]=2)=[CH:93][CH:92]=1. The catalyst class is: 1. (2) Reactant: [Cl:1][C:2]1[C:3]([F:21])=[N:4][C:5]([F:20])=[C:6]([Cl:19])[C:7]=1[CH2:8][C:9]([O:11]CC1C=CC=CC=1)=[O:10]. Product: [Cl:19][C:6]1[C:5]([F:20])=[N:4][C:3]([F:21])=[C:2]([Cl:1])[C:7]=1[CH2:8][C:9]([OH:11])=[O:10]. The catalyst class is: 63. (3) Reactant: CC(OI1(OC(C)=O)(OC(C)=O)OC(=O)C2C=CC=CC1=2)=O.[CH3:23][C:24]1([CH3:40])[O:28][C@@H:27]([C@@H:29]2[C@@H:33]3[O:34][C:35]([CH3:38])([CH3:37])[O:36][C@@H:32]3[CH:31]([OH:39])[O:30]2)[CH2:26][O:25]1.CC(O)(C)C. Product: [CH3:23][C:24]1([CH3:40])[O:28][C@@H:27]([C@@H:29]2[C@@H:33]3[O:34][C:35]([CH3:38])([CH3:37])[O:36][C@@H:32]3[C:31](=[O:39])[O:30]2)[CH2:26][O:25]1. The catalyst class is: 2. (4) Reactant: [C:1]([C:4]1[N:5]=[C:6]([C:24]2[C:29]([F:30])=[CH:28][CH:27]=[CH:26][C:25]=2[F:31])[O:7][C:8]=1[C:9]1[CH:23]=[CH:22][C:12]([CH2:13][NH:14]C(=O)OC(C)(C)C)=[CH:11][CH:10]=1)(=[O:3])[NH2:2].Cl.O1CCOCC1.C([O-])=O. Product: [NH2:14][CH2:13][C:12]1[CH:11]=[CH:10][C:9]([C:8]2[O:7][C:6]([C:24]3[C:25]([F:31])=[CH:26][CH:27]=[CH:28][C:29]=3[F:30])=[N:5][C:4]=2[C:1]([NH2:2])=[O:3])=[CH:23][CH:22]=1. The catalyst class is: 2.